This data is from Full USPTO retrosynthesis dataset with 1.9M reactions from patents (1976-2016). The task is: Predict the reactants needed to synthesize the given product. (1) Given the product [Br:1][C:2]1[CH:10]=[C:9]2[C:5]([CH2:6][C:7]3([CH2:16][CH2:15][CH:14]([O:17][CH2:18][CH3:19])[CH2:13][CH2:12]3)[C:8]2=[O:11])=[CH:4][CH:3]=1, predict the reactants needed to synthesize it. The reactants are: [Br:1][C:2]1[CH:10]=[C:9]2[C:5]([CH2:6][C:7]3([CH2:16][CH2:15][CH:14]([OH:17])[CH2:13][CH2:12]3)[C:8]2=[O:11])=[CH:4][CH:3]=1.[CH3:18][C:19]1C(N)=NC2(C3C(=CC=C(N)C=3)OCC2)N=1.C(I)C.CC([O-])(C)C.[K+]. (2) Given the product [O:4]1[C:8]2=[C:9]([N:13]3[CH2:18][CH2:17][N:16]([CH2:19][CH2:20][C@H:21]4[CH2:26][CH2:25][C@H:24]([NH:27][CH:28]=[O:29])[CH2:23][CH2:22]4)[CH2:15][CH2:14]3)[N:10]=[CH:11][CH:12]=[C:7]2[CH2:6][CH2:5]1, predict the reactants needed to synthesize it. The reactants are: Cl.Cl.Cl.[O:4]1[C:8]2=[C:9]([N:13]3[CH2:18][CH2:17][N:16]([CH2:19][CH2:20][C@H:21]4[CH2:26][CH2:25][C@H:24]([NH2:27])[CH2:23][CH2:22]4)[CH2:15][CH2:14]3)[N:10]=[CH:11][CH:12]=[C:7]2[CH2:6][CH2:5]1.[CH:28](O)=[O:29]. (3) Given the product [C:17]([O:21][C:22](=[O:28])[NH:23][CH2:24][C@H:25]([OH:26])[CH2:27][NH:1][C:2]1[CH:3]=[C:4]2[C:8](=[C:9]([F:11])[CH:10]=1)[N:7]([CH2:12][CH:13]1[CH2:15][CH2:14]1)[C:6](=[O:16])[CH2:5]2)([CH3:19])([CH3:18])[CH3:20], predict the reactants needed to synthesize it. The reactants are: [NH2:1][C:2]1[CH:3]=[C:4]2[C:8](=[C:9]([F:11])[CH:10]=1)[N:7]([CH2:12][CH:13]1[CH2:15][CH2:14]1)[C:6](=[O:16])[CH2:5]2.[C:17]([O:21][C:22](=[O:28])[NH:23][CH2:24][C@H:25]1[CH2:27][O:26]1)([CH3:20])([CH3:19])[CH3:18].FC(F)(F)S([O-])(=O)=O.[Li+]. (4) The reactants are: [H-].[Na+].[CH2:3]([O:6][C:7]1[CH:11]=[C:10]([CH2:12][CH2:13][C:14]([O:16][CH2:17][CH3:18])=[O:15])[NH:9][N:8]=1)[CH2:4][CH3:5].[CH3:19][O:20][C:21]1[CH:28]=[CH:27][CH:26]=[CH:25][C:22]=1[CH2:23]Cl.O. Given the product [CH3:19][O:20][C:21]1[CH:28]=[CH:27][CH:26]=[CH:25][C:22]=1[CH2:23][N:9]1[C:10]([CH2:12][CH2:13][C:14]([O:16][CH2:17][CH3:18])=[O:15])=[CH:11][C:7]([O:6][CH2:3][CH2:4][CH3:5])=[N:8]1, predict the reactants needed to synthesize it. (5) Given the product [Br:13][C:14]1[CH:19]=[C:18]([CH:24]([C:23]2[CH:26]=[C:27]([F:30])[CH:28]=[CH:29][C:22]=2[F:21])[OH:25])[C:17]([Cl:20])=[CH:16][N:15]=1, predict the reactants needed to synthesize it. The reactants are: C([Li])CCC.C(NC(C)C)(C)C.[Br:13][C:14]1[CH:19]=[CH:18][C:17]([Cl:20])=[CH:16][N:15]=1.[F:21][C:22]1[CH:29]=[CH:28][C:27]([F:30])=[CH:26][C:23]=1[CH:24]=[O:25]. (6) Given the product [F:1][C:2]([F:18])([F:17])[C:3]1[CH:4]=[C:5]([C:9]2[N:14]=[C:13]([CH:15]=[N:20][OH:21])[CH:12]=[CH:11][CH:10]=2)[CH:6]=[CH:7][CH:8]=1, predict the reactants needed to synthesize it. The reactants are: [F:1][C:2]([F:18])([F:17])[C:3]1[CH:4]=[C:5]([C:9]2[N:14]=[C:13]([CH:15]=O)[CH:12]=[CH:11][CH:10]=2)[CH:6]=[CH:7][CH:8]=1.Cl.[NH2:20][OH:21].C(N(CC)CC)C.O.